From a dataset of Reaction yield outcomes from USPTO patents with 853,638 reactions. Predict the reaction yield, written as a fraction of the theoretical maximum amount of product (1.0 means a 100% yield; for example, 0.34 means a 34% yield). (1) The reactants are [ClH:1].[CH3:2][N:3]([CH3:32])[CH:4]1[CH2:9][CH2:8][N:7]([C:10](=[O:31])[CH2:11][CH2:12][C:13]2[N:14]([CH2:18][C:19]([O:21][C:22]3[CH:23]=[C:24]4[C:28](=[CH:29][CH:30]=3)[CH2:27][CH2:26][CH2:25]4)=[O:20])[CH:15]=[CH:16][N:17]=2)[CH2:6][CH2:5]1. The catalyst is C(OCC)C. The product is [ClH:1].[CH3:32][N:3]([CH3:2])[CH:4]1[CH2:9][CH2:8][N:7]([C:10](=[O:31])[CH2:11][CH2:12][C:13]2[N:14]([CH2:18][C:19]([O:21][C:22]3[CH:23]=[C:24]4[C:28](=[CH:29][CH:30]=3)[CH2:27][CH2:26][CH2:25]4)=[O:20])[CH:15]=[CH:16][N:17]=2)[CH2:6][CH2:5]1. The yield is 0.810. (2) The reactants are Br[CH:2]([C:16]1[CH:21]=[CH:20][CH:19]=[CH:18][CH:17]=1)[C:3]([C:5]1[CH:15]=[CH:14][C:8]2[O:9][CH2:10][C:11](=[O:13])[NH:12][C:7]=2[CH:6]=1)=O.[N:22]1[CH:27]=[CH:26][CH:25]=[CH:24][C:23]=1[NH2:28].O.C1(C)C=CC(S(O)(=O)=O)=CC=1. The catalyst is CC#N. The product is [C:16]1([C:2]2[N:28]=[C:23]3[CH:24]=[CH:25][CH:26]=[CH:27][N:22]3[C:3]=2[C:5]2[CH:15]=[CH:14][C:8]3[O:9][CH2:10][C:11](=[O:13])[NH:12][C:7]=3[CH:6]=2)[CH:21]=[CH:20][CH:19]=[CH:18][CH:17]=1. The yield is 0.240. (3) The reactants are Cl.[NH2:2][CH:3]1[CH:10]2[CH2:11][CH:6]3[CH2:7][CH:8]([CH2:12][CH:4]1[CH2:5]3)[CH2:9]2.C([O-])(O)=O.[Na+].Cl[C:19]([O:21][C:22]1[CH:27]=[CH:26][C:25]([N+:28]([O-:30])=[O:29])=[CH:24][CH:23]=1)=[O:20]. The catalyst is CC#N. The product is [CH:10]12[CH2:11][CH:6]3[CH2:7][CH:8]([CH2:12][CH:4]([CH2:5]3)[CH:3]1[NH:2][C:19](=[O:20])[O:21][C:22]1[CH:23]=[CH:24][C:25]([N+:28]([O-:30])=[O:29])=[CH:26][CH:27]=1)[CH2:9]2. The yield is 0.630. (4) The reactants are [CH2:1]([C:4]1[S:34][C:7]2[N:8]=[C:9]([N:25]3[CH2:30][CH2:29][CH2:28][CH:27]([C:31]([OH:33])=[O:32])[CH2:26]3)[N:10]=[C:11]([N:12]3[CH2:17][CH2:16][N:15]4[C:18]([C:21]([F:24])([F:23])[F:22])=[N:19][N:20]=[C:14]4[CH2:13]3)[C:6]=2[CH:5]=1)[CH2:2][CH3:3].[C:35](=[O:38])([O-])[O-].[K+].[K+].CN(C)[CH:43]=[O:44]. No catalyst specified. The product is [CH3:5][C:6]([CH3:11])([CH3:7])[C:35]([O:44][CH2:43][O:32][C:31]([CH:27]1[CH2:28][CH2:29][CH2:30][N:25]([C:9]2[N:10]=[C:11]([N:12]3[CH2:17][CH2:16][N:15]4[C:18]([C:21]([F:23])([F:22])[F:24])=[N:19][N:20]=[C:14]4[CH2:13]3)[C:6]3[CH:5]=[C:4]([CH2:1][CH2:2][CH3:3])[S:34][C:7]=3[N:8]=2)[CH2:26]1)=[O:33])=[O:38]. The yield is 0.800. (5) The reactants are Cl[C:2]1[C:11]2[C:6](=[CH:7][CH:8]=[CH:9][CH:10]=2)[N:5]=[CH:4][CH:3]=1.[Cl:12][C:13]1[CH:20]=[CH:19][C:16]([NH:17][CH3:18])=[CH:15][CH:14]=1.[OH-].[Na+]. The catalyst is C(O)(=O)C. The product is [Cl:12][C:13]1[CH:20]=[CH:19][C:16]([N:17]([C:2]2[C:11]3[C:6](=[CH:7][CH:8]=[CH:9][CH:10]=3)[N:5]=[CH:4][CH:3]=2)[CH3:18])=[CH:15][CH:14]=1. The yield is 0.970. (6) The reactants are [F:1][C:2]1[CH:7]=[CH:6][C:5]([C:8]2[CH:16]=[C:15]([CH:17]([O:25][CH2:26][CH2:27][N:28]3[CH:32]=[CH:31][N:30]=[CH:29]3)[C:18]3[CH:23]=[CH:22][C:21]([F:24])=[CH:20][CH:19]=3)[CH:14]=[CH:13][C:9]=2[C:10](O)=[O:11])=[CH:4][CH:3]=1.[NH2:33][C@@H:34]([CH2:45][CH2:46][S:47][CH3:48])[C:35]([O:37][CH:38]1[CH2:43][CH2:42][N:41]([CH3:44])[CH2:40][CH2:39]1)=[O:36]. No catalyst specified. The product is [F:1][C:2]1[CH:7]=[CH:6][C:5]([C:8]2[CH:16]=[C:15]([CH:17]([O:25][CH2:26][CH2:27][N:28]3[CH:32]=[CH:31][N:30]=[CH:29]3)[C:18]3[CH:23]=[CH:22][C:21]([F:24])=[CH:20][CH:19]=3)[CH:14]=[CH:13][C:9]=2[C:10]([NH:33][C@@H:34]([CH2:45][CH2:46][S:47][CH3:48])[C:35]([O:37][CH:38]2[CH2:39][CH2:40][N:41]([CH3:44])[CH2:42][CH2:43]2)=[O:36])=[O:11])=[CH:4][CH:3]=1. The yield is 0.725. (7) The reactants are CI.[Br:3][C:4]1[C:9]([Cl:10])=[CH:8][C:7]([OH:11])=[C:6]([Cl:12])[CH:5]=1.[C:13](=O)([O-])[O-].[K+].[K+]. The catalyst is CN(C=O)C.CCOC(C)=O. The product is [Br:3][C:4]1[CH:5]=[C:6]([Cl:12])[C:7]([O:11][CH3:13])=[CH:8][C:9]=1[Cl:10]. The yield is 0.750.